From a dataset of NCI-60 drug combinations with 297,098 pairs across 59 cell lines. Regression. Given two drug SMILES strings and cell line genomic features, predict the synergy score measuring deviation from expected non-interaction effect. (1) Drug 1: CC1OCC2C(O1)C(C(C(O2)OC3C4COC(=O)C4C(C5=CC6=C(C=C35)OCO6)C7=CC(=C(C(=C7)OC)O)OC)O)O. Drug 2: CC1C(C(CC(O1)OC2CC(CC3=C2C(=C4C(=C3O)C(=O)C5=C(C4=O)C(=CC=C5)OC)O)(C(=O)CO)O)N)O.Cl. Cell line: HCT-15. Synergy scores: CSS=36.2, Synergy_ZIP=-8.41, Synergy_Bliss=-4.88, Synergy_Loewe=-0.338, Synergy_HSA=0.901. (2) Drug 1: CN(C)N=NC1=C(NC=N1)C(=O)N. Drug 2: C(CC(=O)O)C(=O)CN.Cl. Cell line: SN12C. Synergy scores: CSS=0.117, Synergy_ZIP=3.32, Synergy_Bliss=0.168, Synergy_Loewe=-4.99, Synergy_HSA=-0.631. (3) Drug 1: CC1=C(C=C(C=C1)NC2=NC=CC(=N2)N(C)C3=CC4=NN(C(=C4C=C3)C)C)S(=O)(=O)N.Cl. Drug 2: C1=C(C(=O)NC(=O)N1)N(CCCl)CCCl. Cell line: UO-31. Synergy scores: CSS=23.4, Synergy_ZIP=-4.26, Synergy_Bliss=5.41, Synergy_Loewe=5.32, Synergy_HSA=7.37. (4) Drug 1: C1C(C(OC1N2C=C(C(=O)NC2=O)F)CO)O. Drug 2: COC1=NC(=NC2=C1N=CN2C3C(C(C(O3)CO)O)O)N. Cell line: HT29. Synergy scores: CSS=0.471, Synergy_ZIP=-0.0567, Synergy_Bliss=-0.853, Synergy_Loewe=-0.386, Synergy_HSA=-1.70. (5) Drug 1: CN(CC1=CN=C2C(=N1)C(=NC(=N2)N)N)C3=CC=C(C=C3)C(=O)NC(CCC(=O)O)C(=O)O. Drug 2: C1C(C(OC1N2C=C(C(=O)NC2=O)F)CO)O. Cell line: LOX IMVI. Synergy scores: CSS=43.0, Synergy_ZIP=-0.819, Synergy_Bliss=-3.94, Synergy_Loewe=-7.31, Synergy_HSA=-1.87. (6) Drug 1: CC1=C(C(CCC1)(C)C)C=CC(=CC=CC(=CC(=O)O)C)C. Drug 2: COC1=C2C(=CC3=C1OC=C3)C=CC(=O)O2. Cell line: T-47D. Synergy scores: CSS=11.8, Synergy_ZIP=-3.87, Synergy_Bliss=-0.470, Synergy_Loewe=-7.02, Synergy_HSA=-0.851. (7) Drug 1: CC1=CC=C(C=C1)C2=CC(=NN2C3=CC=C(C=C3)S(=O)(=O)N)C(F)(F)F. Drug 2: CN(C(=O)NC(C=O)C(C(C(CO)O)O)O)N=O. Cell line: SK-MEL-5. Synergy scores: CSS=-3.22, Synergy_ZIP=5.76, Synergy_Bliss=-0.443, Synergy_Loewe=-2.84, Synergy_HSA=-2.93. (8) Drug 1: CCC1=CC2CC(C3=C(CN(C2)C1)C4=CC=CC=C4N3)(C5=C(C=C6C(=C5)C78CCN9C7C(C=CC9)(C(C(C8N6C)(C(=O)OC)O)OC(=O)C)CC)OC)C(=O)OC.C(C(C(=O)O)O)(C(=O)O)O. Drug 2: C1CCC(CC1)NC(=O)N(CCCl)N=O. Cell line: K-562. Synergy scores: CSS=62.3, Synergy_ZIP=-6.47, Synergy_Bliss=-4.73, Synergy_Loewe=-6.78, Synergy_HSA=-2.29. (9) Drug 1: CN(C(=O)NC(C=O)C(C(C(CO)O)O)O)N=O. Drug 2: C(CN)CNCCSP(=O)(O)O. Cell line: SF-539. Synergy scores: CSS=-18.1, Synergy_ZIP=6.21, Synergy_Bliss=0.950, Synergy_Loewe=-27.6, Synergy_HSA=-23.0.